From a dataset of Forward reaction prediction with 1.9M reactions from USPTO patents (1976-2016). Predict the product of the given reaction. (1) Given the reactants [Cl:1][C:2]1[C:7]([C:8]([F:11])([F:10])[F:9])=[CH:6][CH:5]=[CH:4][C:3]=1[C:12]([N:14]1[CH:19]=[CH:18][C:17]2[N:20]([C:23]3[CH:28]=[N:27][CH:26]=[CH:25][N:24]=3)[N:21]=[N:22][C:16]=2[CH:15]1[CH3:29])=[O:13], predict the reaction product. The product is: [Cl:1][C:2]1[C:7]([C:8]([F:9])([F:11])[F:10])=[CH:6][CH:5]=[CH:4][C:3]=1[C:12]([N:14]1[CH2:19][CH2:18][C:17]2[N:20]([C:23]3[CH:28]=[N:27][CH:26]=[CH:25][N:24]=3)[N:21]=[N:22][C:16]=2[CH:15]1[CH3:29])=[O:13]. (2) Given the reactants [CH3:1][O:2][C:3]1[CH:4]=[C:5]2[C:9](=[CH:10][CH:11]=1)[NH:8][C:7]([C:12]1[C:16]([C:17]([F:20])([F:19])[F:18])=[CH:15][N:14]([CH3:21])[N:13]=1)=[C:6]2[CH:22]=O.[CH3:24][NH:25][C:26]([NH:28][C:29]1[CH:30]=[CH:31][C:32]2[O:36][CH2:35][C:34](=[O:37])[C:33]=2[CH:38]=1)=[O:27].C([O-])([O-])=O.[Na+].[Na+], predict the reaction product. The product is: [CH3:1][O:2][C:3]1[CH:4]=[C:5]2[C:9](=[CH:10][CH:11]=1)[NH:8][C:7]([C:12]1[C:16]([C:17]([F:19])([F:18])[F:20])=[CH:15][N:14]([CH3:21])[N:13]=1)=[C:6]2/[CH:22]=[C:35]1\[O:36][C:32]2[CH:31]=[CH:30][C:29]([NH:28][C:26]([NH:25][CH3:24])=[O:27])=[CH:38][C:33]=2[C:34]\1=[O:37]. (3) Given the reactants [CH3:1][O:2][C:3]([NH:5][CH2:6][CH2:7][O:8][CH:9]([C:39]1[CH:44]=[CH:43][CH:42]=[C:41]([Cl:45])[CH:40]=1)[C:10]1[CH:11]=[C:12]([CH:36]=[CH:37][CH:38]=1)[C:13]([NH:15][C@@H:16]([CH2:29][CH:30]1[CH2:35][CH2:34][O:33][CH2:32][CH2:31]1)[CH2:17][N:18](C)[C:19](=O)OCC[Si](C)(C)C)=[O:14])=[O:4].O.[F-].C([N+](CC)(CC)CC)C, predict the reaction product. The product is: [Cl:45][C:41]1[CH:40]=[C:39]([C@@H:9]([C:10]2[CH:38]=[CH:37][CH:36]=[C:12]([C:13](=[O:14])[NH:15][C@@H:16]([CH2:29][CH:30]3[CH2:31][CH2:32][O:33][CH2:34][CH2:35]3)[CH2:17][NH:18][CH3:19])[CH:11]=2)[O:8][CH2:7][CH2:6][NH:5][C:3](=[O:4])[O:2][CH3:1])[CH:44]=[CH:43][CH:42]=1. (4) The product is: [CH3:10][Si:11]([CH3:26])([CH3:25])[C:12]#[C:13][CH2:14][CH2:15][N:2]1[N:3]=[C:4]2[CH:9]=[CH:8][CH:7]=[CH:6][C:5]2=[N:1]1. Given the reactants [NH:1]1[C:5]2[CH:6]=[CH:7][CH:8]=[CH:9][C:4]=2[N:3]=[N:2]1.[CH3:10][Si:11]([CH3:26])([CH3:25])[C:12]#[C:13][CH2:14][CH2:15]N1C2C=CC=CC=2N=N1, predict the reaction product. (5) Given the reactants [Cl:1][C:2]1[CH:3]=[C:4]([CH:16]=[CH:17][C:18]=1[F:19])[O:5][C:6]1[CH:13]=[CH:12][C:11]([CH2:14][OH:15])=[CH:10][C:7]=1[C:8]#[N:9].Cl[C:21]1[CH:32]=[C:25]2[N:26]([CH3:31])[C@@H:27]([CH3:30])[CH2:28][CH2:29][N:24]2[C:23](=[O:33])[N:22]=1, predict the reaction product. The product is: [Cl:1][C:2]1[CH:3]=[C:4]([CH:16]=[CH:17][C:18]=1[F:19])[O:5][C:6]1[CH:13]=[CH:12][C:11]([CH2:14][O:15][C:21]2[CH:32]=[C:25]3[N:26]([CH3:31])[C@@H:27]([CH3:30])[CH2:28][CH2:29][N:24]3[C:23](=[O:33])[N:22]=2)=[CH:10][C:7]=1[C:8]#[N:9]. (6) Given the reactants [C:1](=[S:9])([NH2:8])[C:2]1[CH:7]=[CH:6][CH:5]=[CH:4][CH:3]=1.Br[CH2:11][C:12](=O)[C:13]([O:15][CH2:16][CH3:17])=[O:14], predict the reaction product. The product is: [C:2]1([C:1]2[S:9][CH:11]=[C:12]([C:13]([O:15][CH2:16][CH3:17])=[O:14])[N:8]=2)[CH:7]=[CH:6][CH:5]=[CH:4][CH:3]=1.